From a dataset of Forward reaction prediction with 1.9M reactions from USPTO patents (1976-2016). Predict the product of the given reaction. (1) Given the reactants [F:1][C:2]1([F:26])[CH2:7][CH2:6][CH:5]([CH2:8][CH:9]=[C:10]([C:19]2([C:22]([F:25])([F:24])[F:23])[CH2:21][CH2:20]2)[O:11][Si](CC)(CC)CC)[CH2:4][CH2:3]1.[Br:27]Br, predict the reaction product. The product is: [Br:27][CH:9]([CH2:8][CH:5]1[CH2:6][CH2:7][C:2]([F:26])([F:1])[CH2:3][CH2:4]1)[C:10]([C:19]1([C:22]([F:25])([F:24])[F:23])[CH2:21][CH2:20]1)=[O:11]. (2) Given the reactants [CH2:1]([C@H:8]1[CH2:13][CH2:12][N:11]([CH2:14][CH2:15][S:16]([C:19]2[CH:24]=[CH:23][C:22]([O:25][P:26](=[O:43])([O:35]CC3C=CC=CC=3)[O:27]CC3C=CC=CC=3)=[CH:21][CH:20]=2)(=[O:18])=[O:17])[CH2:10][C@H:9]1[OH:44])[C:2]1[CH:7]=[CH:6][CH:5]=[CH:4][CH:3]=1, predict the reaction product. The product is: [CH2:1]([C@H:8]1[CH2:13][CH2:12][N:11]([CH2:14][CH2:15][S:16]([C:19]2[CH:20]=[CH:21][C:22]([O:25][P:26](=[O:27])([OH:35])[OH:43])=[CH:23][CH:24]=2)(=[O:18])=[O:17])[CH2:10][C@H:9]1[OH:44])[C:2]1[CH:3]=[CH:4][CH:5]=[CH:6][CH:7]=1. (3) The product is: [Cl:1][C:2]1[C:10]([C:11]2[C:12]([CH3:18])=[N:13][N:14]([CH3:17])[C:15]=2[CH3:16])=[C:9]2[C:5]([C:6]([CH2:26][CH2:27][CH2:28][O:29][C:30]3[CH:35]=[C:34]([CH3:36])[C:33]([Cl:37])=[C:32]([CH3:38])[CH:31]=3)=[C:7]([CH3:25])[N:8]2[CH2:19][C:20]([OH:22])=[O:21])=[CH:4][CH:3]=1. Given the reactants [Cl:1][C:2]1[C:10]([C:11]2[C:12]([CH3:18])=[N:13][N:14]([CH3:17])[C:15]=2[CH3:16])=[C:9]2[C:5]([C:6]([CH2:26][CH2:27][CH2:28][O:29][C:30]3[CH:35]=[C:34]([CH3:36])[C:33]([Cl:37])=[C:32]([CH3:38])[CH:31]=3)=[C:7]([CH3:25])[N:8]2[CH2:19][C:20]([O:22]CC)=[O:21])=[CH:4][CH:3]=1.[OH-].[Na+], predict the reaction product. (4) Given the reactants C([O:3][C:4](=[O:25])[C@@H:5]([O:22][CH2:23][CH3:24])[CH2:6][C:7]1[CH:12]=[CH:11][C:10]([O:13][CH2:14][C:15]2[S:16][C:17](Br)=[CH:18][C:19]=2[CH3:20])=[CH:9][CH:8]=1)C.[CH3:26][O:27][C:28]1[CH:29]=[C:30](B(O)O)[CH:31]=[CH:32][C:33]=1[O:34][CH3:35], predict the reaction product. The product is: [CH3:26][O:27][C:28]1[CH:29]=[C:30]([C:17]2[S:16][C:15]([CH2:14][O:13][C:10]3[CH:9]=[CH:8][C:7]([CH2:6][C@H:5]([O:22][CH2:23][CH3:24])[C:4]([OH:3])=[O:25])=[CH:12][CH:11]=3)=[C:19]([CH3:20])[CH:18]=2)[CH:31]=[CH:32][C:33]=1[O:34][CH3:35]. (5) Given the reactants [CH3:1][O:2][C:3]1[CH:8]=[CH:7][C:6]([S:9]([NH:12][CH2:13][C:14]2[CH:29]=[CH:28][C:17]([CH2:18][C:19]3[CH:24]=[CH:23][C:22]([N+:25]([O-])=O)=[CH:21][CH:20]=3)=[CH:16][CH:15]=2)(=[O:11])=[O:10])=[CH:5][CH:4]=1, predict the reaction product. The product is: [CH3:1][O:2][C:3]1[CH:4]=[CH:5][C:6]([S:9]([NH:12][CH2:13][C:14]2[CH:15]=[CH:16][C:17]([CH2:18][C:19]3[CH:24]=[CH:23][C:22]([NH2:25])=[CH:21][CH:20]=3)=[CH:28][CH:29]=2)(=[O:10])=[O:11])=[CH:7][CH:8]=1.